This data is from Full USPTO retrosynthesis dataset with 1.9M reactions from patents (1976-2016). The task is: Predict the reactants needed to synthesize the given product. (1) Given the product [CH3:20][N:19]1[NH:18][C:17]([O:21][CH2:22][C:23]([N:38]2[CH2:39][CH2:40][N:35]([C:29]3[CH:34]=[CH:33][CH:32]=[CH:31][CH:30]=3)[CH2:36][CH2:37]2)=[O:25])=[CH:16]/[C:15]/1=[C:10]1\[N:11]=[C:12]2[C:13](=[O:14])[N:4]([CH2:1][CH:2]=[CH2:3])[C:5](=[O:6])[N:7]([CH2:26][CH:27]=[CH2:28])[C:8]2=[N:9]\1, predict the reactants needed to synthesize it. The reactants are: [CH2:1]([N:4]1[C:13](=[O:14])[C:12]2[NH:11][C:10]([C:15]3[N:19]([CH3:20])[N:18]=[C:17]([O:21][CH2:22][C:23]([OH:25])=O)[CH:16]=3)=[N:9][C:8]=2[N:7]([CH2:26][CH:27]=[CH2:28])[C:5]1=[O:6])[CH:2]=[CH2:3].[C:29]1([N:35]2[CH2:40][CH2:39][NH:38][CH2:37][CH2:36]2)[CH:34]=[CH:33][CH:32]=[CH:31][CH:30]=1.CCN=C=NCCCN(C)C.Cl.C1C=CC2N(O)N=NC=2C=1. (2) Given the product [Cl:29][C:16]1[C:15]([C:13]2[C:12]([Cl:30])=[CH:11][N:10]=[C:9]([NH:8][C@H:5]3[CH2:6][CH2:7][C@H:2]([NH:1][CH2:42][C@H:43]4[CH2:47][CH2:46][CH2:45][O:44]4)[CH2:3][CH2:4]3)[CH:14]=2)=[CH:20][C:19]([NH:21][CH2:22][CH:23]2[CH2:28][CH2:27][O:26][CH2:25][CH2:24]2)=[CH:18][N:17]=1, predict the reactants needed to synthesize it. The reactants are: [NH2:1][C@H:2]1[CH2:7][CH2:6][C@H:5]([NH:8][C:9]2[CH:14]=[C:13]([C:15]3[C:16]([Cl:29])=[N:17][CH:18]=[C:19]([NH:21][CH2:22][CH:23]4[CH2:28][CH2:27][O:26][CH2:25][CH2:24]4)[CH:20]=3)[C:12]([Cl:30])=[CH:11][N:10]=2)[CH2:4][CH2:3]1.C(=O)([O-])[O-].[K+].[K+].CS(O[CH2:42][C@H:43]1[CH2:47][CH2:46][CH2:45][O:44]1)(=O)=O. (3) Given the product [C:14]([O:13][C:12]([N:11]([CH3:19])[C@@H:6]([CH2:7][CH2:8][CH2:9][CH3:10])/[CH:4]=[C:26](\[CH3:27])/[C:21]([O:23][CH2:24][CH3:25])=[O:22])=[O:18])([CH3:15])([CH3:16])[CH3:17], predict the reactants needed to synthesize it. The reactants are: CON(C)[C:4]([C@@H:6]([N:11]([CH3:19])[C:12](=[O:18])[O:13][C:14]([CH3:17])([CH3:16])[CH3:15])[CH2:7][CH2:8][CH2:9][CH3:10])=O.[C:21]([CH2:26][CH:27]=P(C1C=CC=CC=1)(C1C=CC=CC=1)C1C=CC=CC=1)([O:23][CH2:24][CH3:25])=[O:22]. (4) The reactants are: [O-2].[Al+3].[O-2].[O-2].[Al+3].[CH2:6]([CH:8]1[CH2:13][CH2:12][CH:11]([CH2:14][CH3:15])[O:10][C:9]1=[O:16])[CH3:7].[H][H]. Given the product [CH2:6]([CH:8]([CH2:13][CH2:12][CH2:11][CH2:14][CH3:15])[C:9]([OH:16])=[O:10])[CH3:7], predict the reactants needed to synthesize it. (5) Given the product [ClH:20].[CH3:15][C:11]1[CH:10]=[C:9]([C:8]2[C:3](=[O:2])[NH:4][C:5]([C:16]([OH:18])=[O:17])=[CH:6][CH:7]=2)[CH:14]=[CH:13][N:12]=1, predict the reactants needed to synthesize it. The reactants are: C[O:2][C:3]1[C:8]([C:9]2[CH:14]=[CH:13][N:12]=[C:11]([CH3:15])[CH:10]=2)=[CH:7][CH:6]=[C:5]([C:16]([O:18]C)=[O:17])[N:4]=1.[ClH:20]. (6) The reactants are: [CH2:1]([N:3]([CH2:22][CH3:23])[CH2:4][CH2:5][N:6]1[CH2:11][CH2:10][C:9]2[NH:12][C:13]([CH:19]=O)=[C:14]([C:15]([F:18])([F:17])[F:16])[C:8]=2[C:7]1=[O:21])[CH3:2].[F:24][C:25]1[CH:26]=[C:27]2[C:31](=[CH:32][CH:33]=1)[NH:30][C:29](=[O:34])[CH2:28]2.N1CCCCC1. Given the product [CH2:22]([N:3]([CH2:1][CH3:2])[CH2:4][CH2:5][N:6]1[CH2:11][CH2:10][C:9]2[NH:12][C:13]([CH:19]=[C:28]3[C:27]4[C:31](=[CH:32][CH:33]=[C:25]([F:24])[CH:26]=4)[NH:30][C:29]3=[O:34])=[C:14]([C:15]([F:16])([F:18])[F:17])[C:8]=2[C:7]1=[O:21])[CH3:23], predict the reactants needed to synthesize it. (7) The reactants are: [CH2:1]([O:3][C:4]([C@@:6]1([NH:11][C:12]([C@@H:14]2[CH2:18][C@@H:17]([O:19][C:20]3[C:29]4[C:24](=[CH:25][C:26]([O:30][CH3:31])=[CH:27][CH:28]=4)[N:23]=[C:22]([C:32]4[CH:37]=[CH:36][CH:35]=[CH:34][CH:33]=4)[CH:21]=3)[CH2:16][N:15]2[C:38](=[O:49])[NH:39][C@H:40]([CH2:45][N:46]=[N+]=[N-])[CH2:41][CH:42]([CH3:44])[CH3:43])=[O:13])[CH2:8][C@H:7]1[CH:9]=[CH2:10])=[O:5])[CH3:2].C1C=CC(P(C2C=CC=CC=2)C2C=CC=CC=2)=CC=1.CO. Given the product [CH2:1]([O:3][C:4]([C@@:6]1([NH:11][C:12]([C@@H:14]2[CH2:18][C@@H:17]([O:19][C:20]3[C:29]4[C:24](=[CH:25][C:26]([O:30][CH3:31])=[CH:27][CH:28]=4)[N:23]=[C:22]([C:32]4[CH:37]=[CH:36][CH:35]=[CH:34][CH:33]=4)[CH:21]=3)[CH2:16][N:15]2[C:38](=[O:49])[NH:39][C@H:40]([CH2:45][NH2:46])[CH2:41][CH:42]([CH3:44])[CH3:43])=[O:13])[CH2:8][C@H:7]1[CH:9]=[CH2:10])=[O:5])[CH3:2], predict the reactants needed to synthesize it. (8) Given the product [CH2:10]([O:12][C:13]([C:15]1[C:20]([O:21][CH2:22][CH3:23])=[C:19]([N:24]2[CH2:25][CH2:26][O:27][CH2:28][CH2:29]2)[N:18]=[C:17]([C:30]2[CH:31]=[CH:32][C:33]([NH:36][C:8]([NH:7][C:1]3[CH:6]=[CH:5][CH:4]=[CH:3][CH:2]=3)=[S:9])=[CH:34][CH:35]=2)[N:16]=1)=[O:14])[CH3:11], predict the reactants needed to synthesize it. The reactants are: [C:1]1([N:7]=[C:8]=[S:9])[CH:6]=[CH:5][CH:4]=[CH:3][CH:2]=1.[CH2:10]([O:12][C:13]([C:15]1[C:20]([O:21][CH2:22][CH3:23])=[C:19]([N:24]2[CH2:29][CH2:28][O:27][CH2:26][CH2:25]2)[N:18]=[C:17]([C:30]2[CH:35]=[CH:34][C:33]([NH2:36])=[CH:32][CH:31]=2)[N:16]=1)=[O:14])[CH3:11]. (9) Given the product [CH2:1]([O:8][C:9]1[CH:18]=[C:17]2[C:12]([C:13]([Cl:29])=[N:14][CH:15]=[N:16]2)=[C:11]([O:20][CH:21]2[CH2:26][CH2:25][O:24][CH2:23][CH2:22]2)[CH:10]=1)[C:2]1[CH:7]=[CH:6][CH:5]=[CH:4][CH:3]=1, predict the reactants needed to synthesize it. The reactants are: [CH2:1]([O:8][C:9]1[CH:18]=[C:17]2[C:12]([C:13](=O)[NH:14][CH:15]=[N:16]2)=[C:11]([O:20][CH:21]2[CH2:26][CH2:25][O:24][CH2:23][CH2:22]2)[CH:10]=1)[C:2]1[CH:7]=[CH:6][CH:5]=[CH:4][CH:3]=1.P(Cl)(Cl)([Cl:29])=O.C(N(C(C)C)CC)(C)C. (10) Given the product [C:1]([C:4]1[N:9]=[C:8]([C:10]2[CH:15]=[CH:14][C:13]([C:28]3[CH:27]=[CH:26][C:25]([CH2:37][C:38]([OH:40])=[O:39])=[CH:24][C:23]=3[C:22]([F:21])([F:42])[F:43])=[CH:12][CH:11]=2)[C:7]([CH3:19])=[N:6][C:5]=1[CH3:20])(=[O:3])[NH2:2], predict the reactants needed to synthesize it. The reactants are: [C:1]([C:4]1[N:9]=[C:8]([C:10]2[CH:15]=[CH:14][C:13](B(O)O)=[CH:12][CH:11]=2)[C:7]([CH3:19])=[N:6][C:5]=1[CH3:20])(=[O:3])[NH2:2].[F:21][C:22]([F:43])([F:42])[C:23]1[CH:24]=[C:25]([CH2:37][C:38]([O:40]C)=[O:39])[CH:26]=[CH:27][C:28]=1OS(C(F)(F)F)(=O)=O.C(=O)([O-])[O-].[Na+].[Na+].[Cl-].[Li+].Cl.